This data is from Forward reaction prediction with 1.9M reactions from USPTO patents (1976-2016). The task is: Predict the product of the given reaction. (1) Given the reactants [Cl:1][C:2]1[C:11]2[C:6](=[CH:7][C:8]([O:14][CH2:15][C:16]3[N:17]([CH3:21])[CH:18]=[CH:19][N:20]=3)=[C:9]([O:12][CH3:13])[CH:10]=2)[N:5]=[N:4][CH:3]=1.[F:22][C:23]1[CH:29]=[C:28]([CH3:30])[C:27]([OH:31])=[CH:26][C:24]=1[NH2:25].Cl.C(O)(C)C, predict the reaction product. The product is: [ClH:1].[F:22][C:23]1[CH:29]=[C:28]([CH3:30])[C:27]([OH:31])=[CH:26][C:24]=1[NH:25][C:2]1[C:11]2[C:6](=[CH:7][C:8]([O:14][CH2:15][C:16]3[N:17]([CH3:21])[CH:18]=[CH:19][N:20]=3)=[C:9]([O:12][CH3:13])[CH:10]=2)[N:5]=[N:4][CH:3]=1. (2) Given the reactants [F:1][C:2]1[CH:11]=[C:10]2[C:5]([CH:6]([NH:14][C:15]([NH:17][C:18]3[CH:26]=[CH:25][CH:24]=[C:23]4[C:19]=3[CH:20]=[N:21][NH:22]4)=[O:16])[CH2:7][C:8]([CH3:13])([CH3:12])[O:9]2)=[CH:4][CH:3]=1.[H-].[Na+].[CH3:29][O:30][CH2:31][CH2:32]Br, predict the reaction product. The product is: [F:1][C:2]1[CH:11]=[C:10]2[C:5]([CH:6]([NH:14][C:15]([NH:17][C:18]3[CH:26]=[CH:25][CH:24]=[C:23]4[C:19]=3[CH:20]=[N:21][N:22]4[CH2:32][CH2:31][O:30][CH3:29])=[O:16])[CH2:7][C:8]([CH3:12])([CH3:13])[O:9]2)=[CH:4][CH:3]=1. (3) Given the reactants Cl[C:2]1[N:6]([CH3:7])[N:5]=[CH:4][C:3]=1[N+:8]([O-:10])=[O:9].[CH2:11]1[C:15]2([CH2:20][CH2:19][NH:18][CH2:17][CH2:16]2)[CH2:14][CH2:13][N:12]1[C:21]([O:23][C:24]([CH3:27])([CH3:26])[CH3:25])=[O:22].CCN(C(C)C)C(C)C, predict the reaction product. The product is: [CH3:7][N:6]1[C:2]([N:18]2[CH2:19][CH2:20][C:15]3([CH2:11][N:12]([C:21]([O:23][C:24]([CH3:25])([CH3:26])[CH3:27])=[O:22])[CH2:13][CH2:14]3)[CH2:16][CH2:17]2)=[C:3]([N+:8]([O-:10])=[O:9])[CH:4]=[N:5]1.